Dataset: Full USPTO retrosynthesis dataset with 1.9M reactions from patents (1976-2016). Task: Predict the reactants needed to synthesize the given product. (1) Given the product [C:17]([O:20][CH2:21][CH2:22][N:2]1[CH:3]=[C:4]([B:6]2[O:7][C:8]([CH3:9])([CH3:10])[C:11]([CH3:13])([CH3:12])[O:14]2)[CH:5]=[N:1]1)(=[O:19])[CH3:18], predict the reactants needed to synthesize it. The reactants are: [NH:1]1[CH:5]=[C:4]([B:6]2[O:14][C:11]([CH3:13])([CH3:12])[C:8]([CH3:10])([CH3:9])[O:7]2)[CH:3]=[N:2]1.[H-].[Na+].[C:17]([O:20][CH2:21][CH2:22]Br)(=[O:19])[CH3:18]. (2) Given the product [C:30]1([S:36]([OH:39])(=[O:38])=[O:37])[CH:35]=[CH:34][CH:33]=[CH:32][CH:31]=1.[NH2:1][C:2]1[C:7]([CH3:8])=[N:6][C:5]([O:9][CH2:10][C:11]([N:13]([CH:15]2[CH2:20][CH2:19][N:18]([CH2:21][C:22]3[CH:23]=[CH:24][CH:25]=[CH:26][CH:27]=3)[CH2:17][CH2:16]2)[CH3:14])=[O:12])=[N:4][C:3]=1[CH3:28], predict the reactants needed to synthesize it. The reactants are: [NH2:1][C:2]1[C:3]([CH3:28])=[N:4][C:5]([O:9][CH2:10][C:11]([N:13]([CH:15]2[CH2:20][CH2:19][N:18]([CH2:21][C:22]3[CH:27]=[CH:26][CH:25]=[CH:24][CH:23]=3)[CH2:17][CH2:16]2)[CH3:14])=[O:12])=[N:6][C:7]=1[CH3:8].O.[C:30]1([S:36]([OH:39])(=[O:38])=[O:37])[CH:35]=[CH:34][CH:33]=[CH:32][CH:31]=1. (3) Given the product [Cl:1][C:2]1[CH:7]=[CH:6][C:5]([C:8]2[CH:13]=[C:12]([O:14][CH3:15])[CH:11]=[CH:10][C:9]=2[F:16])=[C:4]([CH:17]([OH:18])[C:19]([CH3:22])([CH3:21])[CH3:20])[CH:3]=1, predict the reactants needed to synthesize it. The reactants are: [Cl:1][C:2]1[CH:3]=[C:4]([CH:17]=[O:18])[C:5]([C:8]2[CH:13]=[C:12]([O:14][CH3:15])[CH:11]=[CH:10][C:9]=2[F:16])=[CH:6][CH:7]=1.[C:19]([Mg]Br)([CH3:22])([CH3:21])[CH3:20]. (4) Given the product [F:26][C:22]1[C:23]([F:25])=[CH:24][C:19]2[O:18][CH2:17][C:10]3([C:11]4[C:16](=[CH:15][CH:14]=[CH:13][CH:12]=4)[NH:8][C:9]3=[O:27])[C:20]=2[CH:21]=1, predict the reactants needed to synthesize it. The reactants are: C1(C(C2C=CC=CC=2)[N:8]2[C:16]3[C:11](=[CH:12][CH:13]=[CH:14][CH:15]=3)[C:10]3([C:20]4[CH:21]=[C:22]([F:26])[C:23]([F:25])=[CH:24][C:19]=4[O:18][CH2:17]3)[C:9]2=[O:27])C=CC=CC=1.O. (5) Given the product [CH:26]1([C:29]2[C:30]([O:39][CH2:40][C:41]3([CH3:49])[CH2:46][CH2:45][C:44]([F:48])([F:47])[CH2:43][CH2:42]3)=[CH:31][C:32]([F:38])=[C:33]([CH:37]=2)[C:34]([NH:60][S:57](=[O:59])(=[O:58])[NH:56][CH3:55])=[O:35])[CH2:28][CH2:27]1, predict the reactants needed to synthesize it. The reactants are: C1(C2C(OCC3(C(F)(F)F)CCCCC3)=CC(F)=C(C=2)C(O)=O)CC1.[CH:26]1([C:29]2[C:30]([O:39][CH2:40][C:41]3([CH3:49])[CH2:46][CH2:45][C:44]([F:48])([F:47])[CH2:43][CH2:42]3)=[CH:31][C:32]([F:38])=[C:33]([CH:37]=2)[C:34](O)=[O:35])[CH2:28][CH2:27]1.CS(N)(=O)=O.[CH3:55][NH:56][S:57]([NH2:60])(=[O:59])=[O:58]. (6) Given the product [Cl:17][C:18]1[CH:19]=[CH:20][C:21]([CH2:24][CH2:25][C:26]([NH:28][CH2:29][C:30](=[O:31])[NH:14][CH:7]([C:6]2[CH:5]=[CH:4][C:3]([Cl:2])=[CH:16][CH:15]=2)[C:8]2[CH:13]=[CH:12][CH:11]=[CH:10][CH:9]=2)=[O:27])=[CH:22][CH:23]=1, predict the reactants needed to synthesize it. The reactants are: Cl.[Cl:2][C:3]1[CH:16]=[CH:15][C:6]([CH:7]([NH2:14])[C:8]2[CH:13]=[CH:12][CH:11]=[CH:10][CH:9]=2)=[CH:5][CH:4]=1.[Cl:17][C:18]1[CH:23]=[CH:22][C:21]([CH2:24][CH2:25][C:26]([NH:28][CH2:29][C:30](O)=[O:31])=[O:27])=[CH:20][CH:19]=1. (7) Given the product [CH2:1]([NH:8][CH:11]([CH2:12][CH3:13])[CH2:10][CH3:9])[C:2]1[CH:7]=[CH:6][CH:5]=[CH:4][CH:3]=1, predict the reactants needed to synthesize it. The reactants are: [CH2:1]([NH2:8])[C:2]1[CH:7]=[CH:6][CH:5]=[CH:4][CH:3]=1.[CH3:9][CH2:10][C:11](=O)[CH2:12][CH3:13].[BH3-]C#N.[Na+]. (8) Given the product [F:39][C:40]1[CH:41]=[C:42]([CH:58]=[CH:59][CH:60]=1)[CH2:43][N:44]1[CH:48]=[C:47]([C:2]2[C:10]3[C:5](=[N:6][CH:7]=[C:8]([C:11]4[CH:12]=[N:13][N:14]([CH:16]5[CH2:21][CH2:20][N:19]([C:22]([O:24][C:25]([CH3:28])([CH3:27])[CH3:26])=[O:23])[CH2:18][CH2:17]5)[CH:15]=4)[CH:9]=3)[N:4]([S:29]([C:32]3[CH:38]=[CH:37][C:35]([CH3:36])=[CH:34][CH:33]=3)(=[O:31])=[O:30])[CH:3]=2)[CH:46]=[N:45]1, predict the reactants needed to synthesize it. The reactants are: I[C:2]1[C:10]2[C:5](=[N:6][CH:7]=[C:8]([C:11]3[CH:12]=[N:13][N:14]([CH:16]4[CH2:21][CH2:20][N:19]([C:22]([O:24][C:25]([CH3:28])([CH3:27])[CH3:26])=[O:23])[CH2:18][CH2:17]4)[CH:15]=3)[CH:9]=2)[N:4]([S:29]([C:32]2[CH:38]=[CH:37][C:35]([CH3:36])=[CH:34][CH:33]=2)(=[O:31])=[O:30])[CH:3]=1.[F:39][C:40]1[CH:41]=[C:42]([CH:58]=[CH:59][CH:60]=1)[CH2:43][N:44]1[CH:48]=[C:47](B2OC(C)(C)C(C)(C)O2)[CH:46]=[N:45]1.C(=O)([O-])[O-].[Na+].[Na+].